This data is from Catalyst prediction with 721,799 reactions and 888 catalyst types from USPTO. The task is: Predict which catalyst facilitates the given reaction. Reactant: [OH:1][C:2]([C:5]1[CH:12]=[CH:11][C:8]([C:9]#[N:10])=[CH:7][CH:6]=1)([CH3:4])[CH3:3].[H-].[Al+3].[Li+].[H-].[H-].[H-]. Product: [NH2:10][CH2:9][C:8]1[CH:11]=[CH:12][C:5]([C:2]([OH:1])([CH3:3])[CH3:4])=[CH:6][CH:7]=1. The catalyst class is: 1.